Predict which catalyst facilitates the given reaction. From a dataset of Catalyst prediction with 721,799 reactions and 888 catalyst types from USPTO. (1) Reactant: [CH3:1][O:2][CH2:3][O:4][C:5]1[CH:9]=[C:8]([C:10]([O:12][CH3:13])=[O:11])[NH:7][N:6]=1.[Cl:14][C:15]1[CH:22]=[C:21]([C:23]([F:26])([F:25])[F:24])[CH:20]=[CH:19][C:16]=1[CH2:17]Cl.C(=O)([O-])[O-].[K+].[K+].CN(C)C=O. Product: [Cl:14][C:15]1[CH:22]=[C:21]([C:23]([F:24])([F:25])[F:26])[CH:20]=[CH:19][C:16]=1[CH2:17][N:7]1[C:8]([C:10]([O:12][CH3:13])=[O:11])=[CH:9][C:5]([O:4][CH2:3][O:2][CH3:1])=[N:6]1. The catalyst class is: 6. (2) Reactant: C(N(CC)CC)C.Cl.[NH2:9][C@@H:10]1[CH2:16][CH2:15][CH2:14][CH2:13][NH:12][C:11]1=[O:17].O.ON1C2C=CC=CC=2N=N1.[C:29]([O:33][C:34]([N:36]([CH3:53])[C@H:37]([CH2:44][C:45]1[CH:50]=[CH:49][C:48]([Cl:51])=[C:47]([Cl:52])[CH:46]=1)[C@H:38]([OH:43])[CH2:39][C:40](O)=[O:41])=[O:35])([CH3:32])([CH3:31])[CH3:30].C1(N=C=NC2CCCCC2)CCCCC1.C(=O)([O-])O.[K+].C(=O)=O. Product: [C:29]([O:33][C:34](=[O:35])[N:36]([C@H:37]([CH2:44][C:45]1[CH:50]=[CH:49][C:48]([Cl:51])=[C:47]([Cl:52])[CH:46]=1)[C@H:38]([OH:43])[CH2:39][C:40](=[O:41])[NH:9][C@@H:10]1[CH2:16][CH2:15][CH2:14][CH2:13][NH:12][C:11]1=[O:17])[CH3:53])([CH3:32])([CH3:30])[CH3:31]. The catalyst class is: 35. (3) Reactant: Br[CH2:2][C:3]([C:5]1[CH:25]=[CH:24][C:8]([O:9][CH2:10][CH2:11][CH2:12][CH2:13][CH2:14][O:15][C:16]2[CH:23]=[CH:22][C:19]([C:20]#[N:21])=[CH:18][CH:17]=2)=[CH:7][CH:6]=1)=O.[CH3:26][NH:27][C:28]([NH2:30])=[S:29]. Product: [CH3:26][NH:27][C:28]1[S:29][CH:2]=[C:3]([C:5]2[CH:25]=[CH:24][C:8]([O:9][CH2:10][CH2:11][CH2:12][CH2:13][CH2:14][O:15][C:16]3[CH:23]=[CH:22][C:19]([C:20]#[N:21])=[CH:18][CH:17]=3)=[CH:7][CH:6]=2)[N:30]=1. The catalyst class is: 8. (4) Reactant: C([Si]([O:8][CH2:9][CH2:10][O:11][C:12]1[CH:17]=[CH:16][C:15]([N+:18]([O-:20])=[O:19])=[CH:14][C:13]=1[O:21][CH3:22])(C)C)(C)(C)C.Cl. Product: [CH3:22][O:21][C:13]1[CH:14]=[C:15]([N+:18]([O-:20])=[O:19])[CH:16]=[CH:17][C:12]=1[O:11][CH2:10][CH2:9][OH:8]. The catalyst class is: 1. (5) Reactant: [CH2:1]([O:8][CH:9]([C:11]1[O:15][N:14]=[C:13]([C:16]([OH:18])=O)[CH:12]=1)[CH3:10])[C:2]1[CH:7]=[CH:6][CH:5]=[CH:4][CH:3]=1.Cl.[O:20]1[CH2:24][CH2:23][CH:22]([CH2:25][NH2:26])[CH2:21]1.C(N(CC)CC)C.ON1C2C=CC=CC=2N=N1.Cl.C(N=C=NCCCN(C)C)C. Product: [O:20]1[CH2:24][CH2:23][CH:22]([CH2:25][NH:26][C:16]([C:13]2[CH:12]=[C:11]([CH:9]([O:8][CH2:1][C:2]3[CH:3]=[CH:4][CH:5]=[CH:6][CH:7]=3)[CH3:10])[O:15][N:14]=2)=[O:18])[CH2:21]1. The catalyst class is: 22. (6) Reactant: [NH:1]1[CH2:4][CH:3]([C:5]2[N:10]=[C:9]([CH:11]([CH3:13])[CH3:12])[N:8]=[C:7]([NH:14][C:15]3[CH:16]=[N:17][CH:18]=[CH:19][C:20]=3[C:21]([F:24])([F:23])[F:22])[CH:6]=2)[CH2:2]1.C(N(CC)CC)C.[CH3:32][S:33](Cl)(=[O:35])=[O:34]. Product: [CH:11]([C:9]1[N:8]=[C:7]([NH:14][C:15]2[CH:16]=[N:17][CH:18]=[CH:19][C:20]=2[C:21]([F:22])([F:23])[F:24])[CH:6]=[C:5]([CH:3]2[CH2:2][N:1]([S:33]([CH3:32])(=[O:35])=[O:34])[CH2:4]2)[N:10]=1)([CH3:13])[CH3:12]. The catalyst class is: 9. (7) Product: [ClH:19].[S:1]1[CH:5]=[CH:4][C:3]2[C:6]([N:10]3[CH2:15][CH2:14][NH:13][CH2:12][CH2:11]3)=[CH:7][CH:8]=[CH:9][C:2]1=2. Reactant: [S:1]1[CH:5]=[CH:4][C:3]2[C:6]([N:10]3[CH2:15][CH2:14][N:13](C(=O)C)[CH2:12][CH2:11]3)=[CH:7][CH:8]=[CH:9][C:2]1=2.[ClH:19].O1CCOCC1. The catalyst class is: 12. (8) Reactant: ClC(Cl)(O[C:5](=[O:11])OC(Cl)(Cl)Cl)Cl.[NH2:13][C:14]1[CH:19]=[CH:18][C:17]([C:20]#[C:21][C:22]#[N:23])=[CH:16][CH:15]=1.C(N(CC)CC)C.[CH3:31][N:32]([CH3:37])[CH2:33][CH2:34][CH2:35][NH2:36]. Product: [C:22]([C:21]#[C:20][C:17]1[CH:16]=[CH:15][C:14]([NH:13][C:5]([NH:36][CH2:35][CH2:34][CH2:33][N:32]([CH3:37])[CH3:31])=[O:11])=[CH:19][CH:18]=1)#[N:23]. The catalyst class is: 1.